The task is: Predict the reactants needed to synthesize the given product.. This data is from Full USPTO retrosynthesis dataset with 1.9M reactions from patents (1976-2016). (1) The reactants are: [CH:1]([C:4]1[CH:11]=[CH:10][C:7]([CH:8]=O)=[CH:6][CH:5]=1)([CH3:3])[CH3:2].[NH2:12][C:13]1[S:14][C:15]([S:18]([C:21]2[CH:26]=[CH:25][C:24]([N+:27]([O-:29])=[O:28])=[CH:23][CH:22]=2)(=[O:20])=[O:19])=[CH:16][N:17]=1.C([O:32][C:33](=O)[C:34]([OH:46])=[CH:35][C:36](=[O:45])[CH2:37][CH2:38][C:39]1[CH:44]=[CH:43][CH:42]=[CH:41][CH:40]=1)C. Given the product [OH:46][C:34]1[C:33](=[O:32])[N:12]([C:13]2[S:14][C:15]([S:18]([C:21]3[CH:22]=[CH:23][C:24]([N+:27]([O-:29])=[O:28])=[CH:25][CH:26]=3)(=[O:19])=[O:20])=[CH:16][N:17]=2)[CH:8]([C:7]2[CH:10]=[CH:11][C:4]([CH:1]([CH3:3])[CH3:2])=[CH:5][CH:6]=2)[C:35]=1[C:36](=[O:45])[CH2:37][CH2:38][C:39]1[CH:44]=[CH:43][CH:42]=[CH:41][CH:40]=1, predict the reactants needed to synthesize it. (2) The reactants are: [CH2:1]([N:8]1[CH2:13][CH2:12][CH:11]([N:14]([CH2:22][C:23]2[N:24]=[CH:25][NH:26][CH:27]=2)[C:15](=[O:21])[O:16][C:17]([CH3:20])([CH3:19])[CH3:18])[CH2:10][CH2:9]1)[C:2]1[CH:7]=[CH:6][CH:5]=[CH:4][CH:3]=1.[H-].[Na+].[CH3:30][Si:31]([CH3:38])([CH3:37])[CH2:32][CH2:33][O:34][CH2:35]Cl. Given the product [CH2:1]([N:8]1[CH2:13][CH2:12][CH:11]([N:14]([CH2:22][C:23]2[N:24]=[CH:25][N:26]([CH2:35][O:34][CH2:33][CH2:32][Si:31]([CH3:38])([CH3:37])[CH3:30])[CH:27]=2)[C:15](=[O:21])[O:16][C:17]([CH3:20])([CH3:19])[CH3:18])[CH2:10][CH2:9]1)[C:2]1[CH:3]=[CH:4][CH:5]=[CH:6][CH:7]=1, predict the reactants needed to synthesize it. (3) Given the product [C:1]1([C:7]2[CH:8]=[C:9]3[C:14](=[CH:15][CH:16]=2)[CH2:13][CH:12]([C:17]([C:19]2[O:20][C:21]([C:24]4[N:29]=[C:28]([C:30]([OH:32])=[O:31])[CH:27]=[CH:26][CH:25]=4)=[CH:22][N:23]=2)=[O:18])[CH2:11][CH2:10]3)[CH:6]=[CH:5][CH:4]=[CH:3][CH:2]=1, predict the reactants needed to synthesize it. The reactants are: [C:1]1([C:7]2[CH:8]=[C:9]3[C:14](=[CH:15][CH:16]=2)[CH2:13][CH:12]([C:17]([C:19]2[O:20][C:21]([C:24]4[N:29]=[C:28]([C:30]([O:32]C)=[O:31])[CH:27]=[CH:26][CH:25]=4)=[CH:22][N:23]=2)=[O:18])[CH2:11][CH2:10]3)[CH:6]=[CH:5][CH:4]=[CH:3][CH:2]=1. (4) Given the product [CH3:1][CH2:2][N:3]([CH2:6][CH2:7][NH:8][C:9]([C:11]1[C:15]([CH3:16])=[C:14](/[CH:17]=[C:18]2/[C:19]3[CH:24]=[C:23]([F:25])[CH:22]=[CH:21][C:20]=3[NH:26][C:27]/2=[O:28])[NH:13][C:12]=1[CH3:29])=[O:10])[CH2:4][CH3:5].[CH2:33]([C:34]([OH:36])=[O:35])[C@H:31]([OH:32])[C:30]([OH:38])=[O:37], predict the reactants needed to synthesize it. The reactants are: [CH3:1][CH2:2][N:3]([CH2:6][CH2:7][NH:8][C:9]([C:11]1[C:15]([CH3:16])=[C:14](/[CH:17]=[C:18]2/[C:19]3[CH:24]=[C:23]([F:25])[CH:22]=[CH:21][C:20]=3[NH:26][C:27]/2=[O:28])[NH:13][C:12]=1[CH3:29])=[O:10])[CH2:4][CH3:5].[C:30]([OH:38])(=[O:37])[CH:31]([CH2:33][C:34]([OH:36])=[O:35])[OH:32].C(O)CC.